This data is from Forward reaction prediction with 1.9M reactions from USPTO patents (1976-2016). The task is: Predict the product of the given reaction. Given the reactants [Cl:1][C:2]1[CH:7]=[CH:6][C:5]([NH2:8])=[CH:4][C:3]=1[C:9]1[CH:14]=[CH:13][N:12]=[CH:11][C:10]=1[F:15].C(=O)(O)[O-].[Na+].[C:21](Cl)(Cl)=[S:22], predict the reaction product. The product is: [Cl:1][C:2]1[CH:7]=[CH:6][C:5]([N:8]=[C:21]=[S:22])=[CH:4][C:3]=1[C:9]1[CH:14]=[CH:13][N:12]=[CH:11][C:10]=1[F:15].